From a dataset of Full USPTO retrosynthesis dataset with 1.9M reactions from patents (1976-2016). Predict the reactants needed to synthesize the given product. (1) Given the product [F:12][C:7]1[CH:6]=[C:5]2[C:10]([N:11]=[C:2]([NH:25][CH2:24][C:23]3[CH:26]=[CH:27][C:20]([O:19][CH3:18])=[CH:21][CH:22]=3)[C:3]3[N:4]2[C:13](=[O:16])[NH:14][N:15]=3)=[CH:9][CH:8]=1, predict the reactants needed to synthesize it. The reactants are: Cl[C:2]1[C:3]2[N:4]([C:13]([O:16]C)=[N:14][N:15]=2)[C:5]2[C:10]([N:11]=1)=[CH:9][CH:8]=[C:7]([F:12])[CH:6]=2.[CH3:18][O:19][C:20]1[CH:27]=[CH:26][C:23]([CH2:24][NH2:25])=[CH:22][CH:21]=1.C1CCCCC=1. (2) Given the product [CH2:17]([S:14]([C:11]1[CH:12]=[CH:13][C:8]([C:6]2[C:5]([O:21][CH3:22])=[CH:4][CH:3]=[C:2]([B:23]3[O:27][C:26]([CH3:29])([CH3:28])[C:25]([CH3:31])([CH3:30])[O:24]3)[CH:7]=2)=[C:9]([O:19][CH3:20])[CH:10]=1)(=[O:16])=[O:15])[CH3:18], predict the reactants needed to synthesize it. The reactants are: Br[C:2]1[CH:3]=[CH:4][C:5]([O:21][CH3:22])=[C:6]([C:8]2[CH:13]=[CH:12][C:11]([S:14]([CH2:17][CH3:18])(=[O:16])=[O:15])=[CH:10][C:9]=2[O:19][CH3:20])[CH:7]=1.[B:23]1([B:23]2[O:27][C:26]([CH3:29])([CH3:28])[C:25]([CH3:31])([CH3:30])[O:24]2)[O:27][C:26]([CH3:29])([CH3:28])[C:25]([CH3:31])([CH3:30])[O:24]1.C([O-])(=O)C.[K+].